Dataset: Reaction yield outcomes from USPTO patents with 853,638 reactions. Task: Predict the reaction yield, written as a fraction of the theoretical maximum amount of product (1.0 means a 100% yield; for example, 0.34 means a 34% yield). (1) The reactants are [F:1][C:2]1[C:3]([CH3:18])=[C:4]([C:10]2[CH:15]=[CH:14][CH:13]=[C:12]([CH:16]=[O:17])[CH:11]=2)[C:5]([CH3:9])=[CH:6][C:7]=1[OH:8].CC1C=CC(S(O[CH2:30][CH2:31][CH2:32][S:33]([CH3:36])(=[O:35])=[O:34])(=O)=O)=CC=1.C(=O)([O-])[O-].[K+].[K+].O. The catalyst is CN(C)C=O. The product is [F:1][C:2]1[C:3]([CH3:18])=[C:4]([C:10]2[CH:15]=[CH:14][CH:13]=[C:12]([CH:16]=[O:17])[CH:11]=2)[C:5]([CH3:9])=[CH:6][C:7]=1[O:8][CH2:30][CH2:31][CH2:32][S:33]([CH3:36])(=[O:35])=[O:34]. The yield is 0.950. (2) The yield is 0.280. The catalyst is C(OCC)(=O)C. The product is [S:13]1[C:17]2[CH:18]=[CH:19][CH:20]=[CH:21][C:16]=2[N:15]=[C:14]1[CH2:22][N:23]1[C:28](=[O:29])[C:27]([CH2:30][C:31]2[CH:36]=[CH:35][C:34]([C:37]3[CH:42]=[CH:41][CH:40]=[CH:39][C:38]=3[C:43]3[NH:3][C:4](=[O:7])[O:5][N:44]=3)=[CH:33][CH:32]=2)=[C:26]([CH2:45][CH2:46][CH2:47][CH3:48])[N:25]=[C:24]1[CH3:49]. The reactants are [Cl-].O[NH3+:3].[C:4](=[O:7])([O-])[OH:5].[Na+].CS(C)=O.[S:13]1[C:17]2[CH:18]=[CH:19][CH:20]=[CH:21][C:16]=2[N:15]=[C:14]1[CH2:22][N:23]1[C:28](=[O:29])[C:27]([CH2:30][C:31]2[CH:36]=[CH:35][C:34]([C:37]3[C:38]([C:43]#[N:44])=[CH:39][CH:40]=[CH:41][CH:42]=3)=[CH:33][CH:32]=2)=[C:26]([CH2:45][CH2:46][CH2:47][CH3:48])[N:25]=[C:24]1[CH3:49].